Dataset: Catalyst prediction with 721,799 reactions and 888 catalyst types from USPTO. Task: Predict which catalyst facilitates the given reaction. (1) Reactant: [O:1]1[C:5]2([CH2:10][CH2:9][CH:8]([N:11]3[C:16](=[O:17])[C:15]([CH2:18][C:19]4[CH:24]=[CH:23][C:22]([C:25]5[C:26]([C:31]#[N:32])=[CH:27][CH:28]=[CH:29][CH:30]=5)=[C:21]([O:33][CH3:34])[CH:20]=4)=[C:14]([CH2:35][CH2:36][CH3:37])[N:13]4[N:38]=[CH:39][CH:40]=[C:12]34)[CH2:7][CH2:6]2)[O:4][CH2:3][CH2:2]1.Cl.[OH-:42].[Na+].O1CC[CH2:46][CH2:45]1. Product: [C:31]([C:26]1[CH:27]=[CH:28][CH:29]=[CH:30][C:25]=1[C:22]1[CH:23]=[CH:24][C:19]([CH2:18][C:15]2[C:16](=[O:17])[N:11]([C@H:8]3[CH2:7][CH2:6][C@H:5]([O:4][CH2:3][C:2]([O:1][CH2:45][CH3:46])=[O:42])[CH2:10][CH2:9]3)[C:12]3[N:13]([N:38]=[CH:39][CH:40]=3)[C:14]=2[CH2:35][CH2:36][CH3:37])=[CH:20][C:21]=1[O:33][CH3:34])#[N:32]. The catalyst class is: 13. (2) Reactant: [Br:1][CH2:2][C:3]([NH:5][C:6]1[CH:11]=[N:10][CH:9]=[CH:8][N:7]=1)=[O:4].[N:12]12[CH2:19][CH2:18][CH:15]([CH2:16][CH2:17]1)[C@@H:14]([O:20][C:21](=[O:34])[C:22]([OH:33])([C:28]1[S:29][CH:30]=[CH:31][CH:32]=1)[C:23]1[S:24][CH:25]=[CH:26][CH:27]=1)[CH2:13]2. Product: [Br-:1].[OH:33][C:22]([C:23]1[S:24][CH:25]=[CH:26][CH:27]=1)([C:28]1[S:29][CH:30]=[CH:31][CH:32]=1)[C:21]([O:20][C@@H:14]1[CH:15]2[CH2:18][CH2:19][N+:12]([CH2:2][C:3](=[O:4])[NH:5][C:6]3[CH:11]=[N:10][CH:9]=[CH:8][N:7]=3)([CH2:17][CH2:16]2)[CH2:13]1)=[O:34]. The catalyst class is: 22. (3) Product: [CH3:34][O:3][C@:4]1([C:22]2[CH:31]=[CH:30][C:29]3[C:24](=[CH:25][C:26]([CH:32]=[CH2:33])=[CH:27][CH:28]=3)[CH:23]=2)[CH2:8][N:7]([C:9]([O:11][CH2:12][CH2:13][Si:14]([CH3:17])([CH3:16])[CH3:15])=[O:10])[C@H:6]([C:18]([O:20][CH3:21])=[O:19])[CH2:5]1. The catalyst class is: 3. Reactant: [H-].[Na+].[OH:3][C@:4]1([C:22]2[CH:31]=[CH:30][C:29]3[C:24](=[CH:25][C:26]([CH:32]=[CH2:33])=[CH:27][CH:28]=3)[CH:23]=2)[CH2:8][N:7]([C:9]([O:11][CH2:12][CH2:13][Si:14]([CH3:17])([CH3:16])[CH3:15])=[O:10])[C@H:6]([C:18]([O:20][CH3:21])=[O:19])[CH2:5]1.[CH3:34]I. (4) Reactant: [Cl:1][C:2]1[C:7]([Cl:8])=[CH:6][CH:5]=[CH:4][C:3]=1[S:9]([NH:12][C:13]1[C:22](Cl)=[N:21][C:20]2[C:15](=[CH:16][C:17]([O:24][CH3:25])=[CH:18][CH:19]=2)[N:14]=1)(=[O:11])=[O:10].[CH3:26][O-:27].[Na+].Cl. Product: [Cl:1][C:2]1[C:7]([Cl:8])=[CH:6][CH:5]=[CH:4][C:3]=1[S:9]([NH:12][C:13]1[C:22]([O:27][CH3:26])=[N:21][C:20]2[C:15](=[CH:16][C:17]([O:24][CH3:25])=[CH:18][CH:19]=2)[N:14]=1)(=[O:11])=[O:10]. The catalyst class is: 5. (5) Reactant: ClC(N(C)C)=C(C)C.[N:9]1([C:13]([C:15]2[N:16]=[CH:17][C:18]([O:21][C:22]3[CH:23]=[C:24]([CH:28]=[C:29]([O:31][C@@H:32]([CH3:36])[CH2:33][O:34][CH3:35])[CH:30]=3)[C:25]([OH:27])=O)=[N:19][CH:20]=2)=[O:14])[CH2:12][CH2:11][CH2:10]1.[NH2:37][C:38]1[CH:43]=[CH:42][CH:41]=[CH:40][N:39]=1.N1C=CC=CC=1. Product: [N:9]1([C:13]([C:15]2[N:16]=[CH:17][C:18]([O:21][C:22]3[CH:23]=[C:24]([CH:28]=[C:29]([O:31][C@@H:32]([CH3:36])[CH2:33][O:34][CH3:35])[CH:30]=3)[C:25]([NH:37][C:38]3[CH:43]=[CH:42][CH:41]=[CH:40][N:39]=3)=[O:27])=[N:19][CH:20]=2)=[O:14])[CH2:12][CH2:11][CH2:10]1. The catalyst class is: 2. (6) Reactant: [Cl:1][C:2]1[C:3]([F:23])=[C:4]([NH:9][C:10]2[C:19]3[C:14](=[CH:15][C:16]([O:21][CH3:22])=[C:17]([NH2:20])[CH:18]=3)[N:13]=[CH:12][N:11]=2)[CH:5]=[CH:6][C:7]=1[F:8].[Br:24][CH2:25]/[CH:26]=[CH:27]/[C:28](Cl)=[O:29].O. Product: [Br:24][CH2:25]/[CH:26]=[CH:27]/[C:28]([NH:20][C:17]1[CH:18]=[C:19]2[C:14](=[CH:15][C:16]=1[O:21][CH3:22])[N:13]=[CH:12][N:11]=[C:10]2[NH:9][C:4]1[CH:5]=[CH:6][C:7]([F:8])=[C:2]([Cl:1])[C:3]=1[F:23])=[O:29]. The catalyst class is: 1. (7) Reactant: [F:1][C:2]([F:14])([F:13])[O:3][C:4]1[CH:5]=[C:6]([CH:10]=[CH:11][CH:12]=1)[C:7]([OH:9])=O.C(Cl)(=O)C(Cl)=O.O1CCCC1.[NH2:26][C:27]1[CH:28]=[C:29]([CH:46]=[CH:47][CH:48]=1)[O:30][C:31]1[CH:32]=[CH:33][C:34]2[N:35]([CH:37]=[C:38]([NH:40][C:41]([CH:43]3[CH2:45][CH2:44]3)=[O:42])[N:39]=2)[N:36]=1. Product: [CH:43]1([C:41]([NH:40][C:38]2[N:39]=[C:34]3[CH:33]=[CH:32][C:31]([O:30][C:29]4[CH:28]=[C:27]([NH:26][C:7](=[O:9])[C:6]5[CH:10]=[CH:11][CH:12]=[C:4]([O:3][C:2]([F:1])([F:14])[F:13])[CH:5]=5)[CH:48]=[CH:47][CH:46]=4)=[N:36][N:35]3[CH:37]=2)=[O:42])[CH2:44][CH2:45]1. The catalyst class is: 637. (8) Reactant: C([S:4][C@@H:5]1[CH2:9][N:8]([CH3:10])[C@H:7]([C:11]([O:13]C)=[O:12])[CH2:6]1)(=O)C.[ClH:15]. Product: [ClH:15].[SH:4][C@@H:5]1[CH2:9][N:8]([CH3:10])[C@H:7]([C:11]([OH:13])=[O:12])[CH2:6]1. The catalyst class is: 6. (9) Product: [F:33][CH:34]([F:38])[C:35]([NH:2][C@H:3]1[CH2:4][C:5](=[O:23])[N:6]([C:8]2[CH:9]=[CH:10][C:11]([O:14][CH2:15][C:16]3[CH:21]=[CH:20][CH:19]=[C:18]([F:22])[CH:17]=3)=[CH:12][CH:13]=2)[CH2:7]1)=[O:36]. Reactant: Cl.[NH2:2][C@@H:3]1[CH2:7][N:6]([C:8]2[CH:13]=[CH:12][C:11]([O:14][CH2:15][C:16]3[CH:21]=[CH:20][CH:19]=[C:18]([F:22])[CH:17]=3)=[CH:10][CH:9]=2)[C:5](=[O:23])[CH2:4]1.C(N(C(C)C)C(C)C)C.[F:33][CH:34]([F:38])[C:35](O)=[O:36].N1(OC(N(C)C)=[N+](C)C)C2C=CC=CC=2N=N1.F[B-](F)(F)F. The catalyst class is: 9.